This data is from Forward reaction prediction with 1.9M reactions from USPTO patents (1976-2016). The task is: Predict the product of the given reaction. (1) Given the reactants [Cl-:1].[Al+3].[Cl-].[Cl-].[O:5]1[C:10]2[CH:11]=[CH:12][CH:13]=[CH:14][C:9]=2NC(=O)C1.Cl[CH2:17][CH2:18][Cl:19], predict the reaction product. The product is: [Cl:19][C:18]1[CH:17]=[C:14]([CH2:9][C:10]([Cl:1])=[O:5])[CH:13]=[CH:12][CH:11]=1. (2) Given the reactants [Cl:1][C:2]1[CH:27]=[CH:26][C:5]([CH2:6][NH:7][C:8]([C:10]2[CH:11]=[N:12][C:13]3[C:18]([C:19]=2[OH:20])=[CH:17][C:16]([C:21]#[C:22][CH2:23][OH:24])=[C:15]([CH3:25])[N:14]=3)=[O:9])=[CH:4][CH:3]=1.[C:28](=O)([O-])[O-].[K+].[K+].CI, predict the reaction product. The product is: [Cl:1][C:2]1[CH:3]=[CH:4][C:5]([CH2:6][NH:7][C:8]([C:10]2[C:19](=[O:20])[C:18]3[C:13](=[N:14][C:15]([CH3:25])=[C:16]([C:21]#[C:22][CH2:23][OH:24])[CH:17]=3)[N:12]([CH3:28])[CH:11]=2)=[O:9])=[CH:26][CH:27]=1. (3) Given the reactants [Br:1][CH2:2][C:3]1[C:4]([C:20]2[CH:25]=[CH:24][C:23]([S:26](=[O:29])(=[O:28])[NH2:27])=[CH:22][CH:21]=2)=[C:5]([C:15]([O:17][CH2:18][CH3:19])=[O:16])[S:6][C:7]=1[C:8]1[CH:13]=[CH:12][C:11]([Cl:14])=[CH:10][CH:9]=1.[CH3:30][N:31]([CH:33]=O)[CH3:32].COC(OC)N(C)C, predict the reaction product. The product is: [Br:1][CH2:2][C:3]1[C:4]([C:20]2[CH:25]=[CH:24][C:23]([S:26](=[O:28])(=[O:29])[N:27]=[CH:30][N:31]([CH3:33])[CH3:32])=[CH:22][CH:21]=2)=[C:5]([C:15]([O:17][CH2:18][CH3:19])=[O:16])[S:6][C:7]=1[C:8]1[CH:9]=[CH:10][C:11]([Cl:14])=[CH:12][CH:13]=1. (4) Given the reactants [CH2:1]([C:3]1[C:8](B2OC(C)(C)C(C)(C)O2)=[CH:7][CH:6]=[CH:5][C:4]=1[CH:18]1[CH2:23][CH2:22][N:21]([CH2:24][CH2:25][C:26]([O:28]CC)=[O:27])[CH2:20][CH2:19]1)[CH3:2].Br[C:32]1[N:36]=[C:35]([C:37]2[CH:42]=[CH:41][C:40]([O:43][CH:44]([CH3:46])[CH3:45])=[C:39]([Cl:47])[CH:38]=2)[S:34][N:33]=1.P([O-])([O-])([O-])=O.[K+].[K+].[K+].[OH-].[Na+], predict the reaction product. The product is: [Cl:47][C:39]1[CH:38]=[C:37]([C:35]2[S:34][N:33]=[C:32]([C:8]3[C:3]([CH2:1][CH3:2])=[C:4]([CH:18]4[CH2:19][CH2:20][N:21]([CH2:24][CH2:25][C:26]([OH:28])=[O:27])[CH2:22][CH2:23]4)[CH:5]=[CH:6][CH:7]=3)[N:36]=2)[CH:42]=[CH:41][C:40]=1[O:43][CH:44]([CH3:45])[CH3:46]. (5) Given the reactants [Si]([O:18][C@@H:19]1[CH2:36][CH2:35][C@@:34]2([CH3:37])[C@@H:21]([CH2:22][CH2:23][C@@H:24]3[C@@H:33]2[CH2:32][CH2:31][C@@:29]2([CH3:30])[C@H:25]3[CH2:26][CH2:27][C@@H:28]2[C:38]#[C:39][C:40]2[CH:45]=[CH:44][C:43]([CH3:46])=[CH:42][CH:41]=2)[CH2:20]1)(C(C)(C)C)(C1C=CC=CC=1)C1C=CC=CC=1, predict the reaction product. The product is: [C:43]1([CH3:46])[CH:44]=[CH:45][C:40]([C:39]#[C:38][C@H:28]2[CH2:27][CH2:26][C@H:25]3[C@H:24]4[C@H:33]([CH2:32][CH2:31][C@:29]23[CH3:30])[C@:34]2([CH3:37])[C@H:21]([CH2:20][C@H:19]([OH:18])[CH2:36][CH2:35]2)[CH2:22][CH2:23]4)=[CH:41][CH:42]=1. (6) Given the reactants [CH3:1][N:2]([CH3:26])[C:3]1[N:8]=[C:7]([O:9][CH3:10])[C:6]([OH:11])=[C:5]([CH2:12][CH2:13][CH2:14][CH2:15][CH2:16][CH2:17][CH2:18][CH2:19][CH2:20][CH2:21][O:22]COC)[N:4]=1, predict the reaction product. The product is: [CH3:26][N:2]([CH3:1])[C:3]1[N:4]=[C:5]([CH2:12][CH2:13][CH2:14][CH2:15][CH2:16][CH2:17][CH2:18][CH2:19][CH2:20][CH2:21][OH:22])[C:6]([OH:11])=[C:7]([O:9][CH3:10])[N:8]=1. (7) Given the reactants [CH3:1][O:2][C:3]1[CH:4]=[C:5]2[C:9](=[CH:10][CH:11]=1)[N:8]([C:12]1[CH:17]=[CH:16][CH:15]=[CH:14][CH:13]=1)[C:7]([C:18]([OH:20])=O)=[CH:6]2.Cl.CN(C)CCCN=C=NCC.O.ON1C2C=CC=CC=2N=N1.[Cl:44][C:45]1[CH:46]=[C:47]([N:51]2[CH2:56][CH2:55][NH:54][CH2:53][CH2:52]2)[CH:48]=[CH:49][CH:50]=1, predict the reaction product. The product is: [Cl:44][C:45]1[CH:46]=[C:47]([N:51]2[CH2:56][CH2:55][N:54]([C:18]([C:7]3[N:8]([C:12]4[CH:17]=[CH:16][CH:15]=[CH:14][CH:13]=4)[C:9]4[C:5]([CH:6]=3)=[CH:4][C:3]([O:2][CH3:1])=[CH:11][CH:10]=4)=[O:20])[CH2:53][CH2:52]2)[CH:48]=[CH:49][CH:50]=1.